From a dataset of Reaction yield outcomes from USPTO patents with 853,638 reactions. Predict the reaction yield, written as a fraction of the theoretical maximum amount of product (1.0 means a 100% yield; for example, 0.34 means a 34% yield). (1) The reactants are C([O:4][CH2:5][C:6]1[C:11]([C:12]2[CH:17]=[C:16]([NH:18][C:19]3[CH:24]=[CH:23][C:22]([N:25]4[CH2:30][CH2:29][N:28]([CH:31]5[CH2:34][O:33][CH2:32]5)[CH2:27][C@H:26]4[CH3:35])=[CH:21][N:20]=3)[C:15](=[O:36])[N:14]([CH3:37])[CH:13]=2)=[CH:10][C:9]([F:38])=[CH:8][C:7]=1[N:39]1[CH2:50][CH2:49][N:48]2[C:41](=[CH:42][C:43]3[CH2:44][C:45]([CH3:52])([CH3:51])[CH2:46][C:47]=32)[C:40]1=[O:53])(=O)C.[OH-].[Li+].C1COCC1.C(O)(C)C. The catalyst is O. The product is [F:38][C:9]1[CH:10]=[C:11]([C:12]2[CH:17]=[C:16]([NH:18][C:19]3[CH:24]=[CH:23][C:22]([N:25]4[CH2:30][CH2:29][N:28]([CH:31]5[CH2:34][O:33][CH2:32]5)[CH2:27][C@H:26]4[CH3:35])=[CH:21][N:20]=3)[C:15](=[O:36])[N:14]([CH3:37])[CH:13]=2)[C:6]([CH2:5][OH:4])=[C:7]([N:39]2[CH2:50][CH2:49][N:48]3[C:47]4[CH2:46][C:45]([CH3:52])([CH3:51])[CH2:44][C:43]=4[CH:42]=[C:41]3[C:40]2=[O:53])[CH:8]=1. The yield is 0.790. (2) The reactants are [CH:1]1([C:4]2[N:9]=[C:8](O)[CH:7]=[C:6]([C:11]([F:14])([F:13])[F:12])[N:5]=2)[CH2:3][CH2:2]1.O=P(Cl)(Cl)[Cl:17]. The catalyst is CC#N.O. The product is [Cl:17][C:8]1[CH:7]=[C:6]([C:11]([F:14])([F:13])[F:12])[N:5]=[C:4]([CH:1]2[CH2:3][CH2:2]2)[N:9]=1. The yield is 0.920. (3) The reactants are Cl[C:2]1[N:7]=[C:6]([NH:8][C@H:9]([C:12]2[CH:17]=[CH:16][C:15]([F:18])=[CH:14][CH:13]=2)[CH2:10][OH:11])[C:5]([Cl:19])=[CH:4][N:3]=1.[CH:20]1([C:23]2[NH:27][N:26]=[C:25]([NH2:28])[CH:24]=2)[CH2:22][CH2:21]1.CCN(C(C)C)C(C)C. The catalyst is C(O)CCC. The product is [Cl:19][C:5]1[C:6]([NH:8][C@H:9]([C:12]2[CH:17]=[CH:16][C:15]([F:18])=[CH:14][CH:13]=2)[CH2:10][OH:11])=[N:7][C:2]([NH:28][C:25]2[CH:24]=[C:23]([CH:20]3[CH2:22][CH2:21]3)[NH:27][N:26]=2)=[N:3][CH:4]=1. The yield is 0.130. (4) The reactants are [F:1][C:2]1[CH:7]=[CH:6][C:5]([C:8]2[C:12]([CH2:13][O:14][C:15]3[CH:23]=[CH:22][C:18]([C:19]([OH:21])=O)=[CH:17][N:16]=3)=[C:11]([CH3:24])[O:10][N:9]=2)=[CH:4][CH:3]=1.[CH:25]12[CH2:31][CH:29]([O:30]1)[CH2:28][NH:27][CH2:26]2. No catalyst specified. The yield is 0.220. The product is [F:1][C:2]1[CH:3]=[CH:4][C:5]([C:8]2[C:12]([CH2:13][O:14][C:15]3[N:16]=[CH:17][C:18]([C:19]([N:27]4[CH2:26][C@@H:25]5[CH2:31][C@@H:29]([O:30]5)[CH2:28]4)=[O:21])=[CH:22][CH:23]=3)=[C:11]([CH3:24])[O:10][N:9]=2)=[CH:6][CH:7]=1.